From a dataset of Catalyst prediction with 721,799 reactions and 888 catalyst types from USPTO. Predict which catalyst facilitates the given reaction. (1) Reactant: C(#N)C.[CH:4]([C:6]1[NH:7][CH:8]=[CH:9][N:10]=1)=[O:5].[CH3:11][N:12]([CH3:17])[S:13](Cl)(=[O:15])=[O:14]. Product: [CH:4]([C:6]1[N:7]([S:13]([N:12]([CH3:17])[CH3:11])(=[O:15])=[O:14])[CH:8]=[CH:9][N:10]=1)=[O:5]. The catalyst class is: 66. (2) Reactant: [NH2:1][C:2]1[C:3]2[C:10]([I:11])=[CH:9][N:8]([C@@H:12]3[CH2:15][C@H:14]([CH2:16]OS(C4C=CC(C)=CC=4)(=O)=O)[CH2:13]3)[C:4]=2[N:5]=[CH:6][N:7]=1.[NH:28]1[CH2:31][CH2:30][CH2:29]1. Product: [N:28]1([CH2:16][C@@H:14]2[CH2:13][C@H:12]([N:8]3[C:4]4[N:5]=[CH:6][N:7]=[C:2]([NH2:1])[C:3]=4[C:10]([I:11])=[CH:9]3)[CH2:15]2)[CH2:31][CH2:30][CH2:29]1. The catalyst class is: 3. (3) Reactant: [CH3:1][O:2][C:3]([C:5]1([C:12]2[CH:17]=[CH:16][CH:15]=[CH:14][CH:13]=2)[CH2:11][CH2:10][CH2:9][CH2:8][CH2:7][CH2:6]1)=[O:4].[N:18]12[CH2:25]C[CH:21]([CH2:22][CH2:23]1)[C@@H:20](O)[CH2:19]2.[Na].C1(C)C=CC=CC=1. Product: [N:18]12[CH2:23][CH2:22][CH:21]([CH2:20][CH2:19]1)[C@@H:1]([O:2][C:3]([C:5]1([C:12]3[CH:17]=[CH:16][CH:15]=[CH:14][CH:13]=3)[CH2:11][CH2:10][CH2:9][CH2:8][CH2:7][CH2:6]1)=[O:4])[CH2:25]2. The catalyst class is: 194. (4) Reactant: [CH3:1][C:2]1[S:6][N:5]=[N:4][C:3]=1[C:7]1[CH:12]=[CH:11][CH:10]=[CH:9][CH:8]=1.[Br:13]N1C(=O)CCC1=O.C(OOC(=O)C1C=CC=CC=1)(=O)C1C=CC=CC=1. Product: [Br:13][CH2:1][C:2]1[S:6][N:5]=[N:4][C:3]=1[C:7]1[CH:8]=[CH:9][CH:10]=[CH:11][CH:12]=1. The catalyst class is: 717. (5) Reactant: Br[C:2]1[CH:3]=[CH:4][C:5]2[N:9]=[C:8]([C@@H:10]3[CH2:15][C@@H:14]4[C@@H:12]([CH2:13]4)[N:11]3[C:16]([O:18][C:19]([CH3:22])([CH3:21])[CH3:20])=[O:17])[NH:7][C:6]=2[CH:23]=1.[B:24]1([B:24]2[O:28][C:27]([CH3:30])([CH3:29])[C:26]([CH3:32])([CH3:31])[O:25]2)[O:28][C:27]([CH3:30])([CH3:29])[C:26]([CH3:32])([CH3:31])[O:25]1.C([O-])(=O)C.[K+]. Product: [CH3:31][C:26]1([CH3:32])[C:27]([CH3:30])([CH3:29])[O:28][B:24]([C:2]2[CH:3]=[CH:4][C:5]3[N:9]=[C:8]([C@@H:10]4[CH2:15][C@@H:14]5[C@@H:12]([CH2:13]5)[N:11]4[C:16]([O:18][C:19]([CH3:22])([CH3:21])[CH3:20])=[O:17])[NH:7][C:6]=3[CH:23]=2)[O:25]1. The catalyst class is: 77.